From a dataset of Full USPTO retrosynthesis dataset with 1.9M reactions from patents (1976-2016). Predict the reactants needed to synthesize the given product. (1) Given the product [Cl:40][C:2]1[N:3]=[C:4]([C:12]([OH:14])=[O:41])[CH:5]=[C:6]([C:8]([F:11])([F:10])[F:9])[CH:7]=1, predict the reactants needed to synthesize it. The reactants are: Cl[C:2]1[CH:7]=[C:6]([C:8]([F:11])([F:10])[F:9])[CH:5]=[C:4]([CH3:12])[N:3]=1.[Mn]([O-])(=O)(=O)=[O:14].C([N+](CCCC)(CCCC)CCCC)CCC.OS([O-])=O.[Na+].[ClH:40].[OH2:41]. (2) Given the product [CH3:17][C:16]1[C:2]([CH3:1])=[CH:3][C:4]2[NH:8][C:7]([C:9]3[C:13]([NH:14][C:29](=[O:30])[CH2:28][N:32]4[CH2:37][CH2:36][O:35][CH2:34][CH2:33]4)=[CH:12][NH:11][N:10]=3)=[N:6][C:5]=2[CH:15]=1, predict the reactants needed to synthesize it. The reactants are: [CH3:1][C:2]1[C:16]([CH3:17])=[CH:15][C:5]2[NH:6][C:7]([C:9]3[C:13]([NH2:14])=[CH:12][NH:11][N:10]=3)=[N:8][C:4]=2[CH:3]=1.C(N(C(C)C)CC)(C)C.Cl[CH2:28][C:29](Cl)=[O:30].[NH:32]1[CH2:37][CH2:36][O:35][CH2:34][CH2:33]1. (3) Given the product [F:24][C:22]([F:23])([F:25])[CH:19]1[CH2:18][CH2:17][N:16]([C:13]2[CH:14]=[CH:15][C:10]([CH2:9][OH:8])=[CH:11][CH:12]=2)[CH2:21][CH2:20]1, predict the reactants needed to synthesize it. The reactants are: [Si]([O:8][CH2:9][C:10]1[CH:15]=[CH:14][C:13]([N:16]2[CH2:21][CH2:20][CH:19]([C:22]([F:25])([F:24])[F:23])[CH2:18][CH2:17]2)=[CH:12][CH:11]=1)(C(C)(C)C)(C)C.[F-].C([N+](CCCC)(CCCC)CCCC)CCC.O.C(OCC)(=O)C. (4) Given the product [CH2:1]([O:3][C:4](=[O:21])[CH2:5][C:6]1[CH:11]=[CH:10][CH:9]=[C:8]([O:12][C:13]2[CH:18]=[CH:17][CH:16]=[CH:15][C:14]=2[CH2:19][Br:23])[CH:7]=1)[CH3:2], predict the reactants needed to synthesize it. The reactants are: [CH2:1]([O:3][C:4](=[O:21])[CH2:5][C:6]1[CH:11]=[CH:10][CH:9]=[C:8]([O:12][C:13]2[CH:18]=[CH:17][CH:16]=[CH:15][C:14]=2[CH2:19]O)[CH:7]=1)[CH3:2].P(Br)(Br)[Br:23].